From a dataset of Forward reaction prediction with 1.9M reactions from USPTO patents (1976-2016). Predict the product of the given reaction. (1) Given the reactants [Cl:1][C:2]1[C:3]([F:49])=[CH:4][C:5]([O:20][C:21]2[CH:26]=[CH:25][C:24]([S:27]([N:30](CC3C=CC(OC)=CC=3OC)[C:31]3[S:35][N:34]=[CH:33][N:32]=3)(=[O:29])=[O:28])=[CH:23][C:22]=2[C:47]#[N:48])=[C:6]([C:8]2[CH:9]=[N:10][N:11](C(OC(C)(C)C)=O)[CH:12]=2)[CH:7]=1.FC(F)(F)C(O)=O, predict the reaction product. The product is: [Cl:1][C:2]1[C:3]([F:49])=[CH:4][C:5]([O:20][C:21]2[CH:26]=[CH:25][C:24]([S:27]([NH:30][C:31]3[S:35][N:34]=[CH:33][N:32]=3)(=[O:28])=[O:29])=[CH:23][C:22]=2[C:47]#[N:48])=[C:6]([C:8]2[CH:12]=[N:11][NH:10][CH:9]=2)[CH:7]=1. (2) The product is: [NH:31]1[C:32]2[CH:38]=[CH:37][CH:36]=[CH:35][C:33]=2[N:34]=[C:30]1[CH:27]1[CH2:28][CH2:29][N:24]([CH2:12][CH2:13][CH:14]2[O:15][C:16](=[O:23])[C:17]([CH2:19][CH3:20])([CH2:21][CH3:22])[CH2:18]2)[CH2:25][CH2:26]1. Given the reactants CC1C=CC(S(O[CH2:12][CH2:13][CH:14]2[CH2:18][C:17]([CH2:21][CH3:22])([CH2:19][CH3:20])[C:16](=[O:23])[O:15]2)(=O)=O)=CC=1.[NH:24]1[CH2:29][CH2:28][CH:27]([C:30]2[NH:34][C:33]3[CH:35]=[CH:36][CH:37]=[CH:38][C:32]=3[N:31]=2)[CH2:26][CH2:25]1, predict the reaction product. (3) Given the reactants [CH3:1][C@H:2]1[NH:7][C@@H:6]([CH3:8])[CH2:5][N:4]([C:9]2[CH:10]=[C:11]([CH:13]=[CH:14][C:15]=2[O:16][CH3:17])[NH2:12])[CH2:3]1.[S:18]1[CH:22]=[CH:21][CH:20]=[C:19]1[C:23]1[CH:28]=[CH:27][C:26]([S:29](Cl)(=[O:31])=[O:30])=[CH:25][CH:24]=1, predict the reaction product. The product is: [CH3:1][C@H:2]1[NH:7][C@@H:6]([CH3:8])[CH2:5][N:4]([C:9]2[CH:10]=[C:11]([NH:12][S:29]([C:26]3[CH:25]=[CH:24][C:23]([C:19]4[S:18][CH:22]=[CH:21][CH:20]=4)=[CH:28][CH:27]=3)(=[O:30])=[O:31])[CH:13]=[CH:14][C:15]=2[O:16][CH3:17])[CH2:3]1. (4) The product is: [F:26][C:2]([F:1])([F:25])[C:3]1[N:8]2[N:9]=[CH:10][C:11]([C:12]3[O:35][N:34]=[C:32]([C:31]4[CH:36]=[CH:37][C:28]([NH2:27])=[N:29][CH:30]=4)[N:33]=3)=[C:7]2[N:6]=[C:5]([C:15]2[CH:16]=[CH:17][C:18]([C:21]([F:24])([F:23])[F:22])=[CH:19][CH:20]=2)[CH:4]=1. Given the reactants [F:1][C:2]([F:26])([F:25])[C:3]1[N:8]2[N:9]=[CH:10][C:11]([C:12](O)=O)=[C:7]2[N:6]=[C:5]([C:15]2[CH:20]=[CH:19][C:18]([C:21]([F:24])([F:23])[F:22])=[CH:17][CH:16]=2)[CH:4]=1.[NH2:27][C:28]1[CH:37]=[CH:36][C:31]([C:32]([NH:34][OH:35])=[NH:33])=[CH:30][N:29]=1, predict the reaction product. (5) Given the reactants CN(C(ON1N=NC2C=CC=NC1=2)=[N+](C)C)C.F[P-](F)(F)(F)(F)F.Cl.[NH2:26][CH2:27][C:28](=[C:30]1[CH2:35][CH2:34][CH2:33][N:32]([C:36]2[C:45]([O:46][CH3:47])=[C:44]3[C:39]([C:40](=[O:54])[C:41]([C:51]([OH:53])=[O:52])=[CH:42][N:43]3[CH:48]3[CH2:50][CH2:49]3)=[CH:38][C:37]=2[F:55])[CH2:31]1)[F:29].[C:56]([O:60][C:61]([N:63]1[CH2:67][CH2:66][CH2:65][C@H:64]1[C:68](O)=[O:69])=[O:62])([CH3:59])([CH3:58])[CH3:57].CCN(C(C)C)C(C)C, predict the reaction product. The product is: [C:56]([O:60][C:61]([N:63]1[CH2:67][CH2:66][CH2:65][C@H:64]1[C:68]([NH:26][CH2:27][C:28](=[C:30]1[CH2:35][CH2:34][CH2:33][N:32]([C:36]2[C:45]([O:46][CH3:47])=[C:44]3[C:39]([C:40](=[O:54])[C:41]([C:51]([OH:53])=[O:52])=[CH:42][N:43]3[CH:48]3[CH2:50][CH2:49]3)=[CH:38][C:37]=2[F:55])[CH2:31]1)[F:29])=[O:69])=[O:62])([CH3:59])([CH3:58])[CH3:57]. (6) Given the reactants [Br:1][C:2]1[CH:3]=[C:4]([CH2:10][C:11]([O:13][CH2:14][CH3:15])=[O:12])[CH:5]=[C:6]([Cl:9])[C:7]=1[OH:8].C([O-])([O-])=O.[K+].[K+].[F:22][C:23]([F:27])([F:26])[CH2:24]I.O, predict the reaction product. The product is: [Br:1][C:2]1[CH:3]=[C:4]([CH2:10][C:11]([O:13][CH2:14][CH3:15])=[O:12])[CH:5]=[C:6]([Cl:9])[C:7]=1[O:8][CH2:24][C:23]([F:27])([F:26])[F:22].